This data is from Catalyst prediction with 721,799 reactions and 888 catalyst types from USPTO. The task is: Predict which catalyst facilitates the given reaction. Reactant: [CH3:1][N:2]([CH3:18])[S:3]([N:6]1[C:10]([CH:11](O)[C:12]2[S:13][CH:14]=[CH:15][CH:16]=2)=[CH:9][N:8]=[CH:7]1)(=[O:5])=[O:4].CO. Product: [CH3:18][N:2]([CH3:1])[S:3]([N:6]1[C:10]([CH2:11][C:12]2[S:13][CH:14]=[CH:15][CH:16]=2)=[CH:9][N:8]=[CH:7]1)(=[O:5])=[O:4]. The catalyst class is: 354.